Dataset: Full USPTO retrosynthesis dataset with 1.9M reactions from patents (1976-2016). Task: Predict the reactants needed to synthesize the given product. Given the product [F:1][C:2]1[C:10]([F:11])=[CH:9][C:8]([F:12])=[C:7]([F:13])[C:3]=1[C:4]([N:20]=[N+:21]=[N-:22])=[O:5], predict the reactants needed to synthesize it. The reactants are: [F:1][C:2]1[C:10]([F:11])=[CH:9][C:8]([F:12])=[C:7]([F:13])[C:3]=1[C:4](O)=[O:5].P(Cl)(Cl)(Cl)(Cl)Cl.[N-:20]=[N+:21]=[N-:22].[Na+].